Dataset: Forward reaction prediction with 1.9M reactions from USPTO patents (1976-2016). Task: Predict the product of the given reaction. (1) Given the reactants Cl[C:2]1[C:7]([N+:8]([O-:10])=[O:9])=[C:6]([NH:11][CH2:12][C:13]2[C:18]([CH3:19])=[CH:17][CH:16]=[CH:15][C:14]=2[CH3:20])[CH:5]=[C:4]([Cl:21])[N:3]=1.[CH2:22]([Sn](CCCC)(CCCC)C#CC)[CH2:23][CH2:24]C, predict the reaction product. The product is: [Cl:21][C:4]1[N:3]=[C:2]([C:22]#[C:23][CH3:24])[C:7]([N+:8]([O-:10])=[O:9])=[C:6]([NH:11][CH2:12][C:13]2[C:18]([CH3:19])=[CH:17][CH:16]=[CH:15][C:14]=2[CH3:20])[CH:5]=1. (2) Given the reactants [C:1]([C:5]1[CH:10]=[CH:9][C:8]([C:11]2[CH:16]=[CH:15][CH:14]=[C:13]([CH:17]3[CH2:26][C:25]([CH3:28])([CH3:27])[C:24]4[C:19](=[CH:20][CH:21]=[C:22]([C:29](O)=[O:30])[CH:23]=4)[NH:18]3)[CH:12]=2)=[CH:7][CH:6]=1)([CH3:4])([CH3:3])[CH3:2].Cl.CN(C)CCCN=C=NCC.[CH:44]1([S:47]([NH2:50])(=[O:49])=[O:48])[CH2:46][CH2:45]1, predict the reaction product. The product is: [C:1]([C:5]1[CH:10]=[CH:9][C:8]([C:11]2[CH:16]=[CH:15][CH:14]=[C:13]([CH:17]3[CH2:26][C:25]([CH3:28])([CH3:27])[C:24]4[C:19](=[CH:20][CH:21]=[C:22]([C:29]([NH:50][S:47]([CH:44]5[CH2:46][CH2:45]5)(=[O:49])=[O:48])=[O:30])[CH:23]=4)[NH:18]3)[CH:12]=2)=[CH:7][CH:6]=1)([CH3:2])([CH3:3])[CH3:4]. (3) Given the reactants [CH2:1]([OH:6])[C:2]#[C:3][CH2:4][OH:5].[H-].[Na+].[CH:9]([C:12]1[CH:13]=[CH:14][C:15]([S:18]([NH:21][C:22]2[C:27]([C:28]3[CH:33]=[CH:32][C:31]([CH3:34])=[CH:30][CH:29]=3)=[C:26](Cl)[N:25]=[CH:24][N:23]=2)(=[O:20])=[O:19])=[N:16][CH:17]=1)([CH3:11])[CH3:10], predict the reaction product. The product is: [CH:9]([C:12]1[CH:13]=[CH:14][C:15]([S:18]([NH:21][C:22]2[C:27]([C:28]3[CH:29]=[CH:30][C:31]([CH3:34])=[CH:32][CH:33]=3)=[C:26]([O:5][CH2:4][C:3]#[C:2][CH2:1][OH:6])[N:25]=[CH:24][N:23]=2)(=[O:20])=[O:19])=[N:16][CH:17]=1)([CH3:11])[CH3:10]. (4) The product is: [F:40][C@H:35]1[C@@H:34]([O:33][C:3]2[CH:2]=[CH:9][C:8]([C:10]3[N:15]=[C:14]([NH:16][C:17]4[CH:18]=[CH:19][C:20]([N:23]5[CH2:28][CH2:27][N:26]([CH:29]6[CH2:32][O:31][CH2:30]6)[CH2:25][CH2:24]5)=[CH:21][CH:22]=4)[N:13]=[CH:12][N:11]=3)=[CH:7][C:4]=2[C:5]#[N:6])[CH2:39][CH2:38][N:37]([C:71]([C:68]2[NH:69][CH:70]=[C:66]([CH3:65])[N:67]=2)=[O:72])[CH2:36]1. Given the reactants F[C:2]1[C:3]([O:33][C@H:34]2[CH2:39][CH2:38][NH:37][CH2:36][C@H:35]2[F:40])=[C:4]([CH:7]=[C:8]([C:10]2[N:15]=[C:14]([NH:16][C:17]3[CH:22]=[CH:21][C:20]([N:23]4[CH2:28][CH2:27][N:26]([CH:29]5[CH2:32][O:31][CH2:30]5)[CH2:25][CH2:24]4)=[CH:19][CH:18]=3)[N:13]=[CH:12][N:11]=2)[CH:9]=1)[C:5]#[N:6].CN(C(ON1N=NC2C=CC=NC1=2)=[N+](C)C)C.F[P-](F)(F)(F)(F)F.[CH3:65][C:66]1[N:67]=[C:68]([C:71](O)=[O:72])[NH:69][CH:70]=1, predict the reaction product. (5) Given the reactants [Cl:1][C:2]1[CH:7]=[C:6]([N+:8]([O-])=O)[CH:5]=[CH:4][C:3]=1[N:11]1[CH2:16][CH2:15][N:14]([C:17](=[O:21])[CH:18]([CH3:20])[CH3:19])[CH2:13][CH2:12]1, predict the reaction product. The product is: [NH2:8][C:6]1[CH:5]=[CH:4][C:3]([N:11]2[CH2:16][CH2:15][N:14]([C:17](=[O:21])[CH:18]([CH3:19])[CH3:20])[CH2:13][CH2:12]2)=[C:2]([Cl:1])[CH:7]=1. (6) Given the reactants Cl[C:2]([CH3:10])([CH2:4][CH2:5][C:6](Cl)([CH3:8])[CH3:7])[CH3:3].[CH3:11][O:12][C:13]1[CH:18]=[CH:17][CH:16]=[CH:15][C:14]=1[O:19][CH3:20].[Al+3].[Cl-].[Cl-].[Cl-], predict the reaction product. The product is: [CH3:11][O:12][C:13]1[CH:18]=[C:17]2[C:16](=[CH:15][C:14]=1[O:19][CH3:20])[C:6]([CH3:8])([CH3:7])[CH2:5][CH2:4][C:2]2([CH3:10])[CH3:3].